Dataset: Experimentally validated miRNA-target interactions with 360,000+ pairs, plus equal number of negative samples. Task: Binary Classification. Given a miRNA mature sequence and a target amino acid sequence, predict their likelihood of interaction. (1) The miRNA is hsa-miR-335-5p with sequence UCAAGAGCAAUAACGAAAAAUGU. The protein sequence of the target gene is MRKVVLITGASSGIGLALCKRLLAEDDELHLCLACRNMSKAEAVCAALLASHPTAEVTIVQVDVSNLQSVFRASKELKQRFQRLDCIYLNAGIMPNPQLNIKALFFGLFSRKVIHMFSTAEGLLTQGDKITADGLQEVFETNVFGHFILIRELEPLLCHSDNPSQLIWTSSRSARKSNFSLEDFQHSKGKEPYSSSKYATDLLSVALNRNFNQQGLYSNVACPGTALTNLTYGILPPFIWTLLMPAILLLRFFANAFTLTPYNGTEALVWLFHQKPESLNPLIKYLSATTGFGRNYIMTQ.... Result: 1 (interaction). (2) The miRNA is mmu-miR-200a-3p with sequence UAACACUGUCUGGUAACGAUGU. Result: 0 (no interaction). The protein sequence of the target gene is MHLSAVFNALLVSVLAAVLWKHVRLREHAATLEEELALSRQATEPAPALRIDYPKALQILMEGGTHMVCTGRTHTDRICRFKWLCYSNEAEEFIFFHGNTSVMLPNLGSRRFQPALLDLSTVEDHNTQYFNFVELPAAALRFMPKPVFVPDVALIANRFNPDNLMHVFHDDLLPLFYTLRQFPGLAHEARLFFMEGWGEGAHFDLYKLLSPKQPLLRAQLKTLGRLLCFSHAFVGLSKITTWYQYGFVQPQGPKANILVSGNEIRQFARFMTEKLNVSHTGVPLGEEYILVFSRTQNRLI.... (3) The miRNA is hsa-miR-184 with sequence UGGACGGAGAACUGAUAAGGGU. The protein sequence of the target gene is MASESDTEEFYDAPEDVHLGGGYPVGSPGKVGLSTFKETENTAYKVGNESPVQELKQDVSKKIIESIIEESQKVLQLEDDSLDSKGKELSDQATASPIVARTDLSNIPGLLAIDQVLPEESQKAESQNTFEETELELKKCFPSDETCEKPVDETTKLTQTSSTEQLNVLETETEVLNKEAVEVKGGGDVLEPVSSDSLSTKDFAAVEEVAPAKPPRHLTPEPDIVASTKKPVPARPPPPTNFPPPRPPPPSRPAPPPRKRKSELEFETLKTPDIDVPKENITSDSLLTASMASESTVKDS.... Result: 0 (no interaction). (4) Result: 0 (no interaction). The protein sequence of the target gene is MGSFSITLGFFLVLAFWLPGHIGANPVYSAVSNTDLMDFKNLLDHLEEKMPVEDEVMPPQALSEQTEEAGAALSSLPEVPPWTGEVNPPLRDGSALGRSPWDPSDRSALLKSKLRALLAGPRSLRRSSCFGGRIDRIGAQSGLGCNSFRYRR. The miRNA is hsa-miR-758-5p with sequence GAUGGUUGACCAGAGAGCACAC. (5) The miRNA is cel-miR-87-3p with sequence GUGAGCAAAGUUUCAGGUGUGC. The protein sequence of the target gene is MSTEGGGRRCQAQVSRRISFSASHRLYSKFLSDEENLKLFGKCNNPNGHGHNYKVVVTVHGEIDPATGMVMNLADLKKYMEEAIMQPLDHKNLDMDVPYFADVVSTTENVAVYIWDNLQKVLPVGVLYKVKVYETDNNIVVYKGE. Result: 0 (no interaction).